Dataset: Full USPTO retrosynthesis dataset with 1.9M reactions from patents (1976-2016). Task: Predict the reactants needed to synthesize the given product. The reactants are: [NH2:1][C:2]1[C:7]([CH3:9])([CH3:8])[S:6](=[O:11])(=[O:10])[CH2:5][C@:4]([C:13]2[C:14]([F:20])=[N:15][CH:16]=[C:17]([Br:19])[CH:18]=2)([CH3:12])[N:3]=1.C([O-])(O)=O.[Na+].[C:26]([O:30][C:31](O[C:31]([O:30][C:26]([CH3:29])([CH3:28])[CH3:27])=[O:32])=[O:32])([CH3:29])([CH3:28])[CH3:27]. Given the product [Br:19][C:17]1[CH:18]=[C:13]([C@:4]2([CH3:12])[CH2:5][S:6](=[O:10])(=[O:11])[C:7]([CH3:8])([CH3:9])[C:2]([NH:1][C:31](=[O:32])[O:30][C:26]([CH3:29])([CH3:28])[CH3:27])=[N:3]2)[C:14]([F:20])=[N:15][CH:16]=1, predict the reactants needed to synthesize it.